Dataset: Reaction yield outcomes from USPTO patents with 853,638 reactions. Task: Predict the reaction yield, written as a fraction of the theoretical maximum amount of product (1.0 means a 100% yield; for example, 0.34 means a 34% yield). (1) The reactants are Br[C:2]1(Br)[C:10]2[C:5](=[N:6][CH:7]=[CH:8][C:9]=2[Cl:11])[NH:4][C:3]1=[O:12].C(O)(=O)C.CO. The catalyst is [Cl-].[Na+].O.[Zn]. The product is [Cl:11][C:9]1[CH:8]=[CH:7][N:6]=[C:5]2[NH:4][C:3](=[O:12])[CH2:2][C:10]=12. The yield is 0.780. (2) The reactants are [Cl:1][C:2]1[CH:3]=[C:4]([C:8]2[C:13]([O:14][CH3:15])=[CH:12][CH:11]=[C:10]([CH2:16][C:17](O)=O)[C:9]=2[F:20])[CH:5]=[CH:6][CH:7]=1.[NH2:21][NH:22][C:23]([NH2:25])=[S:24].O. The catalyst is P(Cl)(Cl)(Cl)=O. The product is [Cl:1][C:2]1[CH:3]=[C:4]([C:8]2[C:13]([O:14][CH3:15])=[CH:12][CH:11]=[C:10]([CH2:16][C:17]3[S:24][C:23]([NH2:25])=[N:22][N:21]=3)[C:9]=2[F:20])[CH:5]=[CH:6][CH:7]=1. The yield is 0.390.